From a dataset of Catalyst prediction with 721,799 reactions and 888 catalyst types from USPTO. Predict which catalyst facilitates the given reaction. (1) Reactant: C([O:3][C:4]([C@H:6]1[C@H:11]([C:12]2[CH:17]=[CH:16][C:15]([C:18]3[CH:23]=[CH:22][CH:21]=[CH:20][CH:19]=3)=[CH:14][CH:13]=2)[CH2:10][CH2:9][N:8]([C:24]([O:26][C:27]([CH3:30])([CH3:29])[CH3:28])=[O:25])[CH2:7]1)=[O:5])C.[OH-].[K+].Cl. Product: [C:27]([O:26][C:24]([N:8]1[CH2:9][CH2:10][C@@H:11]([C:12]2[CH:13]=[CH:14][C:15]([C:18]3[CH:19]=[CH:20][CH:21]=[CH:22][CH:23]=3)=[CH:16][CH:17]=2)[C@H:6]([C:4]([OH:5])=[O:3])[CH2:7]1)=[O:25])([CH3:30])([CH3:28])[CH3:29]. The catalyst class is: 24. (2) Reactant: [Br:1][C:2]1[C:3]([NH2:8])=[N:4][CH:5]=[CH:6][CH:7]=1.Cl[CH2:10][CH2:11][S:12](Cl)(=[O:14])=[O:13].[H-].[Na+].O. Product: [Br:1][C:2]1[C:3]2=[N:8][S:12](=[O:14])(=[O:13])[CH2:11][CH2:10][N:4]2[CH:5]=[CH:6][CH:7]=1. The catalyst class is: 1. (3) Reactant: Br[C:2]1[CH:7]=[CH:6][C:5]([S:8]([NH:11][C:12]2[CH:17]=[C:16]([N:18]3[CH2:23][C@H:22]([CH3:24])[NH:21][C@H:20]([CH3:25])[CH2:19]3)[CH:15]=[CH:14][C:13]=2[O:26][CH3:27])(=[O:10])=[O:9])=[CH:4][CH:3]=1.[Cl:28][C:29]1[CH:30]=[C:31](B(O)O)[CH:32]=[CH:33][CH:34]=1.CC(C)([O-])C.[K+]. Product: [Cl:28][C:29]1[CH:34]=[C:33]([C:2]2[CH:3]=[CH:4][C:5]([S:8]([NH:11][C:12]3[CH:17]=[C:16]([N:18]4[CH2:19][C@H:20]([CH3:25])[NH:21][C@H:22]([CH3:24])[CH2:23]4)[CH:15]=[CH:14][C:13]=3[O:26][CH3:27])(=[O:10])=[O:9])=[CH:6][CH:7]=2)[CH:32]=[CH:31][CH:30]=1. The catalyst class is: 108.